Dataset: Catalyst prediction with 721,799 reactions and 888 catalyst types from USPTO. Task: Predict which catalyst facilitates the given reaction. (1) Reactant: [CH2:1]([NH2:4])[C:2]#[CH:3].[Cl:5][C:6]1[C:15]([N+:16]([O-:18])=[O:17])=[C:14](Cl)[C:13]2[C:8](=[CH:9][CH:10]=[CH:11][CH:12]=2)[N:7]=1.C(N(CC)CC)C. Product: [Cl:5][C:6]1[C:15]([N+:16]([O-:18])=[O:17])=[C:14]([NH:4][CH2:1][C:2]#[CH:3])[C:13]2[C:8](=[CH:9][CH:10]=[CH:11][CH:12]=2)[N:7]=1. The catalyst class is: 4. (2) Reactant: [Br:1][C:2]1[C:3](F)=[C:4]2[C:10]([NH:11][C:12]([C:14]3[CH:15]=[N:16][N:17]([CH2:19][C:20]4[CH:25]=[CH:24][CH:23]=[CH:22][CH:21]=4)[CH:18]=3)=[O:13])=[CH:9][NH:8][C:5]2=[N:6][CH:7]=1.[C:27]([O:31][C:32](=[O:40])[NH:33][C@@H:34]1[CH2:39][CH2:38][CH2:37][NH:36][CH2:35]1)([CH3:30])([CH3:29])[CH3:28].C(O)CCC. Product: [C:27]([O:31][C:32](=[O:40])[NH:33][C@@H:34]1[CH2:39][CH2:38][CH2:37][N:36]([C:3]2[C:2]([Br:1])=[CH:7][N:6]=[C:5]3[NH:8][CH:9]=[C:10]([NH:11][C:12]([C:14]4[CH:15]=[N:16][N:17]([CH2:19][C:20]5[CH:25]=[CH:24][CH:23]=[CH:22][CH:21]=5)[CH:18]=4)=[O:13])[C:4]=23)[CH2:35]1)([CH3:30])([CH3:28])[CH3:29]. The catalyst class is: 25. (3) Reactant: [Cl:1][C:2]1[CH:7]=[CH:6][C:5]([C:8]2[NH:9][C:10]3[N:11]([N:15]=[C:16]([CH3:21])[C:17]=3[C:18]([NH2:20])=[O:19])[C:12](=[O:14])[CH:13]=2)=[CH:4][CH:3]=1.CO[C:24](OC)([N:26]([CH3:28])[CH3:27])[CH3:25]. Product: [Cl:1][C:2]1[CH:7]=[CH:6][C:5]([C:8]2[NH:9][C:10]3[N:11]([N:15]=[C:16]([CH3:21])[C:17]=3[C:18](/[N:20]=[C:24](/[N:26]([CH3:28])[CH3:27])\[CH3:25])=[O:19])[C:12](=[O:14])[CH:13]=2)=[CH:4][CH:3]=1. The catalyst class is: 3.